The task is: Predict the reaction yield, written as a fraction of the theoretical maximum amount of product (1.0 means a 100% yield; for example, 0.34 means a 34% yield).. This data is from Reaction yield outcomes from USPTO patents with 853,638 reactions. (1) The catalyst is C(Cl)Cl. The reactants are [CH3:1][O:2][C:3]1[CH:4]=[C:5](C(=C)C(O)=O)C=C[C:8]=1[O:9][CH3:10].[O:16]1[CH:20]=[CH:19][CH:18]=[C:17]1[C:21]1[N:26]=[C:25](N)[CH:24]=[C:23]([N:28]2[CH:32]=[CH:31][CH:30]=[N:29]2)[N:22]=1.[N:33]1[CH:38]=[CH:37][CH:36]=[CH:35][CH:34]=1.S(Cl)(Cl)=[O:40]. The yield is 0.190. The product is [CH3:10][O:9][C:8]1[CH:34]=[C:35](/[CH:36]=[CH:37]/[C:38]([NH:33][C:25]2[CH:24]=[C:23]([N:28]3[CH:32]=[CH:31][CH:30]=[N:29]3)[N:22]=[C:21]([C:17]3[O:16][CH:20]=[CH:19][CH:18]=3)[N:26]=2)=[O:40])[CH:5]=[CH:4][C:3]=1[O:2][CH3:1]. (2) The reactants are F.F.F.C(N(CC)CC)C.C(N(CC)CC)C.[Si]([O:35][CH2:36][C@H:37]1[O:41][C@@H:40]([N:42]2[CH:49]=[C:48]([CH3:50])[C:46](=[O:47])[NH:45][C:43]2=[O:44])[C@H:39]([O:51][CH2:52][CH2:53][O:54][N:55]([CH3:57])[CH3:56])[C@@H:38]1[OH:58])(C(C)(C)C)(C1C=CC=CC=1)C1C=CC=CC=1.CO. The catalyst is C1COCC1.C(Cl)Cl. The product is [CH3:56][N:55]([CH3:57])[O:54][CH2:53][CH2:52][O:51][C@@H:39]1[C@H:38]([OH:58])[C@@H:37]([CH2:36][OH:35])[O:41][C@H:40]1[N:42]1[CH:49]=[C:48]([CH3:50])[C:46](=[O:47])[NH:45][C:43]1=[O:44]. The yield is 0.925. (3) The reactants are [NH:1]([C:8]1[N:13]=[C:12]([C:14]2[N:18]([CH3:19])[C:17]([CH3:20])=[N:16][CH:15]=2)[CH:11]=[CH:10][N:9]=1)[C:2]1[CH:7]=[CH:6][CH:5]=[CH:4][CH:3]=1.[CH2:21]([Li])[CH2:22][CH2:23]C.CCCCCC.C(I)CC. The catalyst is C1COCC1.O. The product is [NH:1]([C:8]1[N:13]=[C:12]([C:14]2[N:18]([CH3:19])[C:17]([CH2:20][CH2:21][CH2:22][CH3:23])=[N:16][CH:15]=2)[CH:11]=[CH:10][N:9]=1)[C:2]1[CH:7]=[CH:6][CH:5]=[CH:4][CH:3]=1. The yield is 0.450. (4) The reactants are [CH3:1][C:2]1[CH:7]=[CH:6][C:5]([CH3:8])=[CH:4][C:3]=1[OH:9].[C:10]([O:13]CC)(=[O:12])C.CCC[CH2:19][CH2:20][CH3:21]. No catalyst specified. The product is [CH3:1][C:2]1[CH:7]=[CH:6][C:5]([CH3:8])=[CH:4][C:3]=1[O:9][C:20]([CH3:19])([CH3:21])[C:10]([OH:13])=[O:12]. The yield is 0.570. (5) The reactants are [Mg].II.[F:4][C:5]1[CH:10]=[CH:9][C:8]([CH2:11][CH2:12][CH2:13][CH2:14]Br)=[CH:7][CH:6]=1.[CH:16](=[O:21])[C:17]([CH3:20])([CH3:19])[CH3:18]. The catalyst is C1COCC1. The product is [F:4][C:5]1[CH:10]=[CH:9][C:8]([CH2:11][CH2:12][CH2:13][CH2:14][CH:16]([OH:21])[C:17]([CH3:20])([CH3:19])[CH3:18])=[CH:7][CH:6]=1. The yield is 0.180. (6) The reactants are [C:1]([O:5][C:6]([N:8]([CH3:18])[CH2:9][C:10]([N:12]([CH2:14][C:15]([OH:17])=O)[CH3:13])=[O:11])=[O:7])([CH3:4])([CH3:3])[CH3:2].CN(C(F)=[N+](C)C)C.F[P-](F)(F)(F)(F)F.CCN(C(C)C)C(C)C.[N+:43]([C:46]1[CH:54]=[C:53]2[C:49]([CH:50]=[CH:51][NH:52]2)=[CH:48][CH:47]=1)([O-:45])=[O:44]. The catalyst is C1COCC1. The product is [C:1]([O:5][C:6](=[O:7])[N:8]([CH3:18])[CH2:9][C:10](=[O:11])[N:12]([CH3:13])[CH2:14][C:15]([N:52]1[C:53]2[C:49](=[CH:48][CH:47]=[C:46]([N+:43]([O-:45])=[O:44])[CH:54]=2)[CH:50]=[CH:51]1)=[O:17])([CH3:2])([CH3:3])[CH3:4]. The yield is 0.300.